From a dataset of Reaction yield outcomes from USPTO patents with 853,638 reactions. Predict the reaction yield, written as a fraction of the theoretical maximum amount of product (1.0 means a 100% yield; for example, 0.34 means a 34% yield). (1) The reactants are [N:1]1[CH:6]=[CH:5][CH:4]=[C:3]([CH2:7][CH:8]2[C:13](=[O:14])[CH:12]3[CH2:15][CH2:16][N:9]2[CH2:10][CH2:11]3)[CH:2]=1.[BH4-].[Na+]. The catalyst is CO. The product is [N:1]1[CH:6]=[CH:5][CH:4]=[C:3]([CH2:7][CH:8]2[CH:13]([OH:14])[CH:12]3[CH2:11][CH2:10][N:9]2[CH2:16][CH2:15]3)[CH:2]=1. The yield is 0.930. (2) The reactants are [Cl:1][C:2]1[CH:3]=[N:4][N:5]([CH3:17])[C:6]=1[C:7]1[CH:8]=[C:9]([C:14]([OH:16])=O)[O:10][C:11]=1[CH2:12][CH3:13].[NH2:18][C@@H:19]([CH2:32][C:33]1[CH:38]=[CH:37][CH:36]=[CH:35][C:34]=1[C:39]([F:42])([F:41])[F:40])[CH2:20][N:21]1[C:29](=[O:30])[C:28]2[C:23](=[CH:24][CH:25]=[CH:26][CH:27]=2)[C:22]1=[O:31].C(N(CC)C(C)C)(C)C.F[P-](F)(F)(F)(F)F.Br[P+](N1CCCC1)(N1CCCC1)N1CCCC1. The catalyst is ClCCl. The product is [Cl:1][C:2]1[CH:3]=[N:4][N:5]([CH3:17])[C:6]=1[C:7]1[CH:8]=[C:9]([C:14]([NH:18][C@@H:19]([CH2:32][C:33]2[CH:38]=[CH:37][CH:36]=[CH:35][C:34]=2[C:39]([F:42])([F:40])[F:41])[CH2:20][N:21]2[C:29](=[O:30])[C:28]3[C:23](=[CH:24][CH:25]=[CH:26][CH:27]=3)[C:22]2=[O:31])=[O:16])[O:10][C:11]=1[CH2:12][CH3:13]. The yield is 0.710. (3) The reactants are [H-].[Na+].[C:3]([CH2:5][C:6](OC)=O)#[N:4].[Br:10][C:11]1[CH:18]=C[C:14]([C:15]#[N:16])=[C:13](F)[CH:12]=1.Cl. The catalyst is CS(C)=O.O. The product is [Br:10][C:11]1[CH:18]=[CH:6][C:5]([C:3]#[N:4])=[C:13]([CH2:14][C:15]#[N:16])[CH:12]=1. The yield is 0.780. (4) The reactants are C[O:2][C:3]([C:5]1[S:6][C:7]([C:29]#[C:30][C:31]([CH3:34])([CH3:33])[CH3:32])=[CH:8][C:9]=1[N:10]1[C@H:15]([CH:16]2[CH2:21][CH2:20][CH2:19][CH2:18][CH2:17]2)[CH2:14][O:13][C@@:12]([CH2:23][CH:24]([OH:27])[CH2:25][OH:26])([CH3:22])[C:11]1=[O:28])=[O:4].CO.O.O[Li].O. The catalyst is C1COCC1. The product is [CH:16]1([C@H:15]2[N:10]([C:9]3[CH:8]=[C:7]([C:29]#[C:30][C:31]([CH3:34])([CH3:33])[CH3:32])[S:6][C:5]=3[C:3]([OH:4])=[O:2])[C:11](=[O:28])[C@:12]([CH2:23][CH:24]([OH:27])[CH2:25][OH:26])([CH3:22])[O:13][CH2:14]2)[CH2:17][CH2:18][CH2:19][CH2:20][CH2:21]1. The yield is 0.377. (5) The reactants are [CH2:1]([O:3][C:4](=[O:12])[CH2:5][CH:6]1[CH2:11][CH2:10][NH:9][CH2:8][CH2:7]1)[CH3:2].[C:13](N1C=CN=C1)([N:15]1[CH:19]=[CH:18][N:17]=[CH:16]1)=[O:14]. The catalyst is CN(C)C=O. The product is [CH2:1]([O:3][C:4](=[O:12])[CH2:5][CH:6]1[CH2:11][CH2:10][N:9]([C:13]([N:15]2[CH:19]=[CH:18][N:17]=[CH:16]2)=[O:14])[CH2:8][CH2:7]1)[CH3:2]. The yield is 0.896. (6) The reactants are CCCCCC.C([Li])CCC.Br[C:13]1[CH:14]=[C:15]([F:19])[CH:16]=[CH:17][CH:18]=1.[C:20]1([CH3:39])[CH:25]=[CH:24][C:23]([C:26]2[C:31]([C:32]3[CH:37]=[CH:36][C:35]([CH3:38])=[CH:34][CH:33]=3)=[N:30][CH:29]=[CH:28][N:27]=2)=[CH:22][CH:21]=1. The catalyst is O.O1CCCC1. The product is [F:19][C:15]1[CH:14]=[C:13]([C:29]2[N:30]=[C:31]([C:32]3[CH:33]=[CH:34][C:35]([CH3:38])=[CH:36][CH:37]=3)[C:26]([C:23]3[CH:22]=[CH:21][C:20]([CH3:39])=[CH:25][CH:24]=3)=[N:27][CH:28]=2)[CH:18]=[CH:17][CH:16]=1. The yield is 0.0800. (7) The reactants are [OH:1][C:2]1[CH:7]=[CH:6][C:5]([C:8](=[O:12])[CH2:9][CH2:10][CH3:11])=[CH:4][CH:3]=1.Br[CH:14]([CH2:20][CH2:21][CH2:22][CH2:23][CH2:24][CH2:25][CH2:26][CH3:27])[C:15]([O:17][CH2:18][CH3:19])=[O:16]. No catalyst specified. The product is [C:8]([C:5]1[CH:4]=[CH:3][C:2]([O:1][CH:14]([CH2:20][CH2:21][CH2:22][CH2:23][CH2:24][CH2:25][CH2:26][CH3:27])[C:15]([O:17][CH2:18][CH3:19])=[O:16])=[CH:7][CH:6]=1)(=[O:12])[CH2:9][CH2:10][CH3:11]. The yield is 0.850. (8) The reactants are [C:1]([O:5][C:6](=[O:24])[N:7]([CH2:17][C:18]1[CH:23]=[CH:22][CH:21]=[CH:20][CH:19]=1)[CH2:8][CH2:9][C:10]1[CH:15]=[CH:14][C:13]([OH:16])=[CH:12][CH:11]=1)([CH3:4])([CH3:3])[CH3:2].C([O-])([O-])=O.[K+].[K+].[Cl:31][C:32]1[CH:39]=[C:38](F)[CH:37]=[CH:36][C:33]=1[C:34]#[N:35].O. The catalyst is CN(C=O)C. The product is [C:1]([O:5][C:6](=[O:24])[N:7]([CH2:17][C:18]1[CH:23]=[CH:22][CH:21]=[CH:20][CH:19]=1)[CH2:8][CH2:9][C:10]1[CH:15]=[CH:14][C:13]([O:16][C:38]2[CH:37]=[CH:36][C:33]([C:34]#[N:35])=[C:32]([Cl:31])[CH:39]=2)=[CH:12][CH:11]=1)([CH3:4])([CH3:2])[CH3:3]. The yield is 0.950. (9) The reactants are [Br:1][C:2]1[CH:3]=[C:4]([O:12][C:13]2[CH:18]=[CH:17][C:16]([F:19])=[CH:15][CH:14]=2)[C:5]([NH:8][C:9]([NH2:11])=[S:10])=[N:6][CH:7]=1.Cl[CH2:21][C:22](=O)[CH2:23][N:24]1[CH2:29][CH2:28][N:27]([C:30]([O:32][C:33]([CH3:36])([CH3:35])[CH3:34])=[O:31])[CH2:26][C:25]1=[O:37].CCN(C(C)C)C(C)C. The catalyst is C(O)C.C(OCC)(=O)C. The product is [Br:1][C:2]1[CH:3]=[C:4]([O:12][C:13]2[CH:18]=[CH:17][C:16]([F:19])=[CH:15][CH:14]=2)[C:5]([NH:8][C:9]2[S:10][CH:21]=[C:22]([CH2:23][N:24]3[CH2:29][CH2:28][N:27]([C:30]([O:32][C:33]([CH3:35])([CH3:34])[CH3:36])=[O:31])[CH2:26][C:25]3=[O:37])[N:11]=2)=[N:6][CH:7]=1. The yield is 0.251. (10) The reactants are [CH3:1][O:2][C:3]([NH:5][C@H:6]([C:10]([N:12]1[C@H:17]([C:18]2[NH:22][C:21]3[C:23]4[C:28]([CH:29]=[CH:30][C:20]=3[N:19]=2)=[CH:27][C:26]2[C:31]3[C:36]([CH2:37][O:38][C:25]=2[CH:24]=4)=[CH:35][C:34]([C:39]2[NH:43][C:42]([C@@H:44]4[CH2:48][C@H:47]([CH2:49][O:50][CH3:51])[CH2:46][N:45]4C(OC(C)(C)C)=O)=[N:41][CH:40]=2)=[CH:33][CH:32]=3)[CH2:16][C@H:15]2[C@@H:13]1[CH2:14]2)=[O:11])[CH:7]([CH3:9])[CH3:8])=[O:4].Cl.[CH3:60][O:61][C:62]([NH:64][C@H:65]([C:69]1[CH:74]=[CH:73][CH:72]=[CH:71][CH:70]=1)[C:66]([OH:68])=O)=[O:63].CCN(C(C)C)C(C)C.CCOC(C(C#N)=NOC(N1CCOCC1)=[N+](C)C)=O.F[P-](F)(F)(F)(F)F. The catalyst is C(Cl)Cl.CO.CN(C=O)C.[Li+].[OH-]. The product is [CH3:1][O:2][C:3]([NH:5][C@@H:6]([CH:7]([CH3:9])[CH3:8])[C:10]([N:12]1[C@H:17]([C:18]2[NH:22][C:21]3[C:23]4[C:28]([CH:29]=[CH:30][C:20]=3[N:19]=2)=[CH:27][C:26]2[C:31]3[C:36]([CH2:37][O:38][C:25]=2[CH:24]=4)=[CH:35][C:34]([C:39]2[NH:43][C:42]([C@@H:44]4[CH2:48][C@H:47]([CH2:49][O:50][CH3:51])[CH2:46][N:45]4[C:66](=[O:68])[C@H:65]([NH:64][C:62](=[O:63])[O:61][CH3:60])[C:69]4[CH:74]=[CH:73][CH:72]=[CH:71][CH:70]=4)=[N:41][CH:40]=2)=[CH:33][CH:32]=3)[CH2:16][C@H:15]2[C@@H:13]1[CH2:14]2)=[O:11])=[O:4]. The yield is 0.550.